Dataset: Forward reaction prediction with 1.9M reactions from USPTO patents (1976-2016). Task: Predict the product of the given reaction. (1) Given the reactants [Cl:1][C:2]1[CH:7]=[CH:6][C:5]([S:8]([CH:11]([C:28]2[CH:33]=[C:32]([F:34])[CH:31]=[CH:30][C:29]=2[F:35])[CH:12]([CH3:27])[CH2:13][CH2:14][N:15]([S:23]([CH3:26])(=[O:25])=[O:24])C(=O)OC(C)(C)C)(=[O:10])=[O:9])=[CH:4][CH:3]=1.FC(F)(F)C(O)=O.C(OCC)(=O)C.CCCCCC, predict the reaction product. The product is: [Cl:1][C:2]1[CH:7]=[CH:6][C:5]([S:8]([CH:11]([C:28]2[CH:33]=[C:32]([F:34])[CH:31]=[CH:30][C:29]=2[F:35])[CH:12]([CH3:27])[CH2:13][CH2:14][NH:15][S:23]([CH3:26])(=[O:25])=[O:24])(=[O:10])=[O:9])=[CH:4][CH:3]=1. (2) Given the reactants [NH2:1][C:2]1[C:11]2[N:12]=[C:13]([CH2:35][O:36][CH2:37][CH3:38])[N:14]([CH2:15][C:16]([NH:19][C:20](=[O:34])[CH2:21][CH2:22][C:23]([NH:25][NH:26]C(OC(C)(C)C)=O)=[O:24])([CH3:18])[CH3:17])[C:10]=2[C:9]2[CH:8]=[CH:7][CH:6]=[CH:5][C:4]=2[N:3]=1.FC(F)(F)C(O)=O, predict the reaction product. The product is: [NH2:1][C:2]1[C:11]2[N:12]=[C:13]([CH2:35][O:36][CH2:37][CH3:38])[N:14]([CH2:15][C:16]([NH:19][C:20](=[O:34])[CH2:21][CH2:22][C:23]([NH:25][NH2:26])=[O:24])([CH3:18])[CH3:17])[C:10]=2[C:9]2[CH:8]=[CH:7][CH:6]=[CH:5][C:4]=2[N:3]=1. (3) Given the reactants [OH:1][C:2]1[CH:7]=[CH:6][CH:5]=[CH:4][C:3]=1[C:8]1[CH:9]=[CH:10][C:11](=[O:15])[N:12]([CH3:14])[N:13]=1.Br[CH:17]1[CH2:21][CH2:20][CH2:19][CH2:18]1.[H-].[Na+], predict the reaction product. The product is: [CH:17]1([O:1][C:2]2[CH:7]=[CH:6][CH:5]=[CH:4][C:3]=2[C:8]2[CH:9]=[CH:10][C:11](=[O:15])[N:12]([CH3:14])[N:13]=2)[CH2:21][CH2:20][CH2:19][CH2:18]1.